Dataset: Forward reaction prediction with 1.9M reactions from USPTO patents (1976-2016). Task: Predict the product of the given reaction. (1) Given the reactants [CH:1]1([CH:4]([C:15]2[CH:20]=[CH:19][C:18]([O:21][CH3:22])=[C:17]([OH:23])[CH:16]=2)[CH:5]2C(=O)OC(C)(C)[O:7][C:6]2=[O:14])[CH2:3][CH2:2]1.O, predict the reaction product. The product is: [CH:1]1([CH:4]([C:15]2[CH:20]=[CH:19][C:18]([O:21][CH3:22])=[C:17]([OH:23])[CH:16]=2)[CH2:5][C:6]([OH:14])=[O:7])[CH2:3][CH2:2]1. (2) Given the reactants [Cl:1][C:2]1[CH:10]=[C:9]([N:11]2[CH2:16][CH2:15][N:14]([CH3:17])[CH2:13][CH2:12]2)[CH:8]=[CH:7][C:3]=1[C:4]([OH:6])=O.[NH2:18][C:19]1[CH:20]=[CH:21][C:22]2[CH2:27][CH2:26][O:25][B:24]([OH:28])[C:23]=2[CH:29]=1, predict the reaction product. The product is: [ClH:1].[Cl:1][C:2]1[CH:10]=[C:9]([N:11]2[CH2:16][CH2:15][N:14]([CH3:17])[CH2:13][CH2:12]2)[CH:8]=[CH:7][C:3]=1[C:4]([NH:18][C:19]1[CH:20]=[CH:21][C:22]2[CH2:27][CH2:26][O:25][B:24]([OH:28])[C:23]=2[CH:29]=1)=[O:6]. (3) Given the reactants [F:1][C:2]([F:13])([F:12])[C:3]1[CH:8]=[CH:7][C:6]([CH2:9][CH2:10][NH2:11])=[CH:5][CH:4]=1.[CH2:14]([N:21]1[CH2:26][CH2:25][C:24](=O)[CH2:23][CH2:22]1)[C:15]1[CH:20]=[CH:19][CH:18]=[CH:17][CH:16]=1.C([BH3-])#N.[Na+].C(O)(=O)C.[C:36](O[C:36]([O:38][C:39]([CH3:42])([CH3:41])[CH3:40])=[O:37])([O:38][C:39]([CH3:42])([CH3:41])[CH3:40])=[O:37], predict the reaction product. The product is: [CH2:14]([N:21]1[CH2:26][CH2:25][CH:24]([N:11]([CH2:10][CH2:9][C:6]2[CH:5]=[CH:4][C:3]([C:2]([F:12])([F:13])[F:1])=[CH:8][CH:7]=2)[C:36](=[O:37])[O:38][C:39]([CH3:42])([CH3:41])[CH3:40])[CH2:23][CH2:22]1)[C:15]1[CH:20]=[CH:19][CH:18]=[CH:17][CH:16]=1. (4) Given the reactants F[C:2]1[CH:3]=[N:4][N:5]([C:7]2([C:10]([OH:12])=[O:11])[CH2:9][CH2:8]2)[CH:6]=1.[F:13][C:14]([F:21])([F:20])C1C=NNC=1, predict the reaction product. The product is: [F:13][C:14]([F:21])([F:20])[C:2]1[CH:3]=[N:4][N:5]([C:7]2([C:10]([OH:12])=[O:11])[CH2:9][CH2:8]2)[CH:6]=1. (5) Given the reactants [CH:1]1([CH:7]=[O:8])[CH2:6][CH2:5][CH2:4][CH2:3][CH2:2]1.[Br:9][C:10]1[CH:11]=[C:12]([CH:16]=[CH:17][CH:18]=1)[CH2:13][Mg]Br, predict the reaction product. The product is: [Br:9][C:10]1[CH:11]=[C:12]([CH2:13][CH:7]([CH:1]2[CH2:6][CH2:5][CH2:4][CH2:3][CH2:2]2)[OH:8])[CH:16]=[CH:17][CH:18]=1.